Dataset: Catalyst prediction with 721,799 reactions and 888 catalyst types from USPTO. Task: Predict which catalyst facilitates the given reaction. (1) Reactant: [NH:1]1[C:9]2[C:4](=[N:5][CH:6]=[CH:7][CH:8]=2)[C:3]2([C:13]3=[CH:14][C:15]4[O:16][CH2:17][CH2:18][O:19][C:20]=4[CH:21]=[C:12]3[O:11][CH2:10]2)[C:2]1=[O:22].[N:23]1[CH:28]=[CH:27][CH:26]=[CH:25][C:24]=1[CH2:29]O.C(P(CCCC)CCCC)CCC.N(C(OCC)=O)=NC(OCC)=O.Cl. Product: [N:23]1[CH:28]=[CH:27][CH:26]=[CH:25][C:24]=1[CH2:29][N:1]1[C:9]2[C:4](=[N:5][CH:6]=[CH:7][CH:8]=2)[C:3]2([C:13]3=[CH:14][C:15]4[O:16][CH2:17][CH2:18][O:19][C:20]=4[CH:21]=[C:12]3[O:11][CH2:10]2)[C:2]1=[O:22]. The catalyst class is: 7. (2) Reactant: Cl[C:2]1[CH:7]=[CH:6][NH:5][C:4](=[O:8])[C:3]=1[C:9]1[NH:20][C:19]2[C:11](=[CH:12][C:13]3[CH2:14][N:15]([CH:22]4[CH2:27][CH2:26][N:25]([CH3:28])[CH2:24][CH2:23]4)[C:16](=[O:21])[C:17]=3[CH:18]=2)[N:10]=1.[NH2:29][CH2:30][CH2:31][NH:32][S:33]([C:36]1[CH:41]=[CH:40][CH:39]=[CH:38][C:37]=1[Br:42])(=[O:35])=[O:34].CCN(CC)CC. Product: [Br:42][C:37]1[CH:38]=[CH:39][CH:40]=[CH:41][C:36]=1[S:33]([NH:32][CH2:31][CH2:30][NH:29][C:2]1[CH:7]=[CH:6][NH:5][C:4](=[O:8])[C:3]=1[C:9]1[NH:20][C:19]2[C:11]([N:10]=1)=[CH:12][C:13]1[CH2:14][N:15]([CH:22]3[CH2:27][CH2:26][N:25]([CH3:28])[CH2:24][CH2:23]3)[C:16](=[O:21])[C:17]=1[CH:18]=2)(=[O:35])=[O:34]. The catalyst class is: 14.